Dataset: Full USPTO retrosynthesis dataset with 1.9M reactions from patents (1976-2016). Task: Predict the reactants needed to synthesize the given product. (1) Given the product [ClH:31].[CH3:1][O:2][C:3]1[CH:4]=[C:5]2[C:10](=[CH:11][C:12]=1[O:13][CH3:14])[N:9]=[CH:8][CH:7]=[C:6]2[O:15][C:16]1[CH:22]=[CH:21][C:19]([NH:20][C:35]([NH:43][C:44]2[S:45][C:46]([CH3:49])=[CH:47][N:48]=2)=[O:41])=[C:18]([F:23])[CH:17]=1, predict the reactants needed to synthesize it. The reactants are: [CH3:1][O:2][C:3]1[CH:4]=[C:5]2[C:10](=[CH:11][C:12]=1[O:13][CH3:14])[N:9]=[CH:8][CH:7]=[C:6]2[O:15][C:16]1[CH:22]=[CH:21][C:19]([NH2:20])=[C:18]([F:23])[CH:17]=1.C(N(CC)CC)C.[Cl:31]C(Cl)(O[C:35](=[O:41])OC(Cl)(Cl)Cl)Cl.[NH2:43][C:44]1[S:45][C:46]([CH3:49])=[CH:47][N:48]=1. (2) Given the product [F:1][C:2]1[CH:3]=[C:4]([C:8]2[C:12]3[CH:13]=[N:14][CH:15]=[CH:16][C:11]=3[NH:10][N:9]=2)[CH:5]=[CH:6][CH:7]=1, predict the reactants needed to synthesize it. The reactants are: [F:1][C:2]1[CH:3]=[C:4]([C:8]2[C:12]3[CH:13]=[N:14][CH:15]=[CH:16][C:11]=3[N:10](C(C3C=CC=CC=3)(C3C=CC=CC=3)C3C=CC=CC=3)[N:9]=2)[CH:5]=[CH:6][CH:7]=1.FC(F)(F)C(O)=O.C(=O)([O-])O.[Na+]. (3) Given the product [CH3:1][C:2]1[CH:9]=[C:8]([CH3:10])[CH:7]=[CH:6][C:3]=1[CH2:4][OH:5], predict the reactants needed to synthesize it. The reactants are: [CH3:1][C:2]1[CH:9]=[C:8]([CH3:10])[CH:7]=[CH:6][C:3]=1[CH:4]=[O:5].[BH4-].[Na+]. (4) Given the product [Cl:1][C:2]1[CH:3]=[C:4]2[C:8](=[CH:9][CH:10]=1)[NH:7][CH:6]=[C:5]2[CH:11]1[CH2:12][CH2:13][NH:14][CH2:15][CH2:16]1, predict the reactants needed to synthesize it. The reactants are: [Cl:1][C:2]1[CH:3]=[C:4]2[C:8](=[CH:9][CH:10]=1)[NH:7][CH:6]=[C:5]2[C:11]1[CH2:12][CH2:13][NH:14][CH2:15][CH:16]=1.